This data is from Full USPTO retrosynthesis dataset with 1.9M reactions from patents (1976-2016). The task is: Predict the reactants needed to synthesize the given product. (1) Given the product [CH3:1][O:2][C:3]([C:5]1[S:6][C:7]([C:13]2[CH2:14][C:15]([C:20]3[CH:25]=[C:24]([Cl:26])[C:23]([F:27])=[C:22]([Cl:28])[CH:21]=3)([C:16]([F:19])([F:18])[F:17])[O:30][N:32]=2)=[C:8]2[CH2:12][CH2:11][CH2:10][C:9]=12)=[O:4], predict the reactants needed to synthesize it. The reactants are: [CH3:1][O:2][C:3]([C:5]1[S:6][C:7]([C:13](=O)[CH:14]=[C:15]([C:20]2[CH:25]=[C:24]([Cl:26])[C:23]([F:27])=[C:22]([Cl:28])[CH:21]=2)[C:16]([F:19])([F:18])[F:17])=[C:8]2[CH2:12][CH2:11][CH2:10][C:9]=12)=[O:4].[OH-:30].[Na+].[NH2:32]O.Cl. (2) Given the product [CH3:1][O:2][C:3](=[O:22])[C:4]1[CH:9]=[C:8]([NH2:10])[C:7]([NH:13][CH3:14])=[CH:6][C:5]=1[N:15]1[CH2:19][CH2:18][C:17]([F:20])([F:21])[CH2:16]1, predict the reactants needed to synthesize it. The reactants are: [CH3:1][O:2][C:3](=[O:22])[C:4]1[CH:9]=[C:8]([N+:10]([O-])=O)[C:7]([NH:13][CH3:14])=[CH:6][C:5]=1[N:15]1[CH2:19][CH2:18][C:17]([F:21])([F:20])[CH2:16]1.